Dataset: Peptide-MHC class II binding affinity with 134,281 pairs from IEDB. Task: Regression. Given a peptide amino acid sequence and an MHC pseudo amino acid sequence, predict their binding affinity value. This is MHC class II binding data. The peptide sequence is CPFSNRVWNSFQIEE. The binding affinity (normalized) is 0.524. The MHC is HLA-DQA10501-DQB10302 with pseudo-sequence HLA-DQA10501-DQB10302.